This data is from Catalyst prediction with 721,799 reactions and 888 catalyst types from USPTO. The task is: Predict which catalyst facilitates the given reaction. (1) Reactant: [O:1]1[C:5]2[CH:6]=[CH:7][CH:8]=[CH:9][C:4]=2[C:3]([NH:10][C:11]([N:13]2[CH2:18][CH2:17][N:16]([C:19]3[S:23][N:22]=[C:21]([N:24]4[CH2:29][CH2:28][N:27]([C:30](=[O:40])[CH2:31][NH:32]C(=O)OC(C)(C)C)[CH2:26][CH2:25]4)[N:20]=3)[CH2:15][CH2:14]2)=[O:12])=[N:2]1.[ClH:41]. Product: [ClH:41].[ClH:41].[O:1]1[C:5]2[CH:6]=[CH:7][CH:8]=[CH:9][C:4]=2[C:3]([NH:10][C:11]([N:13]2[CH2:14][CH2:15][N:16]([C:19]3[S:23][N:22]=[C:21]([N:24]4[CH2:25][CH2:26][N:27]([C:30](=[O:40])[CH2:31][NH2:32])[CH2:28][CH2:29]4)[N:20]=3)[CH2:17][CH2:18]2)=[O:12])=[N:2]1. The catalyst class is: 111. (2) Reactant: [NH2:1][C:2]1[N:6]([CH2:7][CH2:8][OH:9])[N:5]=[CH:4][C:3]=1[NH:10][C:11](=[O:19])[O:12][C:13]1[CH:18]=[CH:17][CH:16]=[CH:15][CH:14]=1.C(N(CC)CC)C.[C:27](Cl)([C:40]1[CH:45]=[CH:44][CH:43]=[CH:42][CH:41]=1)([C:34]1[CH:39]=[CH:38][CH:37]=[CH:36][CH:35]=1)[C:28]1[CH:33]=[CH:32][CH:31]=[CH:30][CH:29]=1.O. Product: [OH:9][CH2:8][CH2:7][N:6]1[C:2]([NH:1][C:27]([C:28]2[CH:33]=[CH:32][CH:31]=[CH:30][CH:29]=2)([C:40]2[CH:41]=[CH:42][CH:43]=[CH:44][CH:45]=2)[C:34]2[CH:35]=[CH:36][CH:37]=[CH:38][CH:39]=2)=[C:3]([NH:10][C:11](=[O:19])[O:12][C:13]2[CH:14]=[CH:15][CH:16]=[CH:17][CH:18]=2)[CH:4]=[N:5]1. The catalyst class is: 9. (3) Reactant: [Cl:1][C:2]1[N:3]=[N:4][C:5](Cl)=[CH:6][CH:7]=1.[CH3:9][C:10]([OH:14])([C:12]#[CH:13])[CH3:11].C(N(CC)CC)C. Product: [Cl:1][C:2]1[N:3]=[N:4][C:5]([C:13]#[C:12][C:10]([CH3:11])([OH:14])[CH3:9])=[CH:6][CH:7]=1. The catalyst class is: 122. (4) Reactant: [F:1][C:2]1[N:7]=[CH:6][N:5]=[C:4]([NH:8][C:9]2[CH:18]=[CH:17][C:16]3[C:15]4[C:19]5[NH:26][CH2:25][C@@H:24]([CH2:27][NH:28]C(=O)OC(C)(C)C)[NH:23][C:22](=[O:36])[C:20]=5[S:21][C:14]=4[CH:13]=[CH:12][C:11]=3[N:10]=2)[CH:3]=1.FC(F)(F)C(O)=O. Product: [NH2:28][CH2:27][C@@H:24]1[CH2:25][NH:26][C:19]2[C:15]3[C:16]4[CH:17]=[CH:18][C:9]([NH:8][C:4]5[CH:3]=[C:2]([F:1])[N:7]=[CH:6][N:5]=5)=[N:10][C:11]=4[CH:12]=[CH:13][C:14]=3[S:21][C:20]=2[C:22](=[O:36])[NH:23]1. The catalyst class is: 4. (5) Reactant: [NH2:1][C@H:2]([C@H:23]1[O:27][C:26](=[O:28])[C@H:25]([CH:29]([CH3:31])[CH3:30])[CH2:24]1)[CH2:3][C@H:4]([CH2:8][C:9]1[CH:14]=[C:13]([O:15][CH2:16][CH2:17][CH2:18][O:19][CH3:20])[CH:12]=[C:11]([O:21][CH3:22])[CH:10]=1)[CH:5]([CH3:7])[CH3:6].[C:32](O[C:32]([O:34][C:35]([CH3:38])([CH3:37])[CH3:36])=[O:33])([O:34][C:35]([CH3:38])([CH3:37])[CH3:36])=[O:33].C(N(C(C)C)C(C)C)C. Product: [C:35]([O:34][C:32](=[O:33])[NH:1][C@H:2]([C@@H:23]1[CH2:24][C@@H:25]([CH:29]([CH3:31])[CH3:30])[C:26](=[O:28])[O:27]1)[CH2:3][C@H:4]([CH2:8][C:9]1[CH:14]=[C:13]([O:15][CH2:16][CH2:17][CH2:18][O:19][CH3:20])[CH:12]=[C:11]([O:21][CH3:22])[CH:10]=1)[CH:5]([CH3:6])[CH3:7])([CH3:38])([CH3:37])[CH3:36]. The catalyst class is: 2. (6) Reactant: [CH3:1][C:2]1[CH:8]=[CH:7][C:6]([CH3:9])=[CH:5][C:3]=1[NH2:4].[N+:10]([C:13]1[CH:18]=[CH:17][CH:16]=[CH:15][C:14]=1[S:19](Cl)(=[O:21])=[O:20])([O-:12])=[O:11].N1C=CC=CC=1. Product: [N+:10]([C:13]1[CH:18]=[CH:17][CH:16]=[CH:15][C:14]=1[S:19]([NH:4][C:3]1[CH:5]=[C:6]([CH3:9])[CH:7]=[CH:8][C:2]=1[CH3:1])(=[O:21])=[O:20])([O-:12])=[O:11]. The catalyst class is: 2. (7) Reactant: [CH3:1][O:2][C:3](=[O:14])[C:4]1[CH:9]=[CH:8][CH:7]=[C:6]([N+:10]([O-:12])=[O:11])[C:5]=1[OH:13].C([O-])([O-])=O.[K+].[K+].Cl[CH2:22][O:23][CH2:24][CH2:25][O:26][CH3:27]. Product: [CH3:1][O:2][C:3](=[O:14])[C:4]1[CH:9]=[CH:8][CH:7]=[C:6]([N+:10]([O-:12])=[O:11])[C:5]=1[O:13][CH2:22][O:23][CH2:24][CH2:25][O:26][CH3:27]. The catalyst class is: 9.